Dataset: Reaction yield outcomes from USPTO patents with 853,638 reactions. Task: Predict the reaction yield, written as a fraction of the theoretical maximum amount of product (1.0 means a 100% yield; for example, 0.34 means a 34% yield). The reactants are C([O:4][C@H:5]1[C@H:11]([O:12]C(=O)C)[C@@H:10]([O:16]C(=O)C)[C@:9]2([C:21]3[CH:26]=[CH:25][C:24]([Cl:27])=[C:23]([CH2:28][C:29]4[CH:34]=[CH:33][C:32]([O:35][CH2:36][C:37](=[N:44][O:45][CH3:46])[C:38]5[CH:43]=[CH:42][CH:41]=[CH:40][CH:39]=5)=[CH:31][CH:30]=4)[CH:22]=3)[O:20][C@@:6]1([CH2:47][O:48]C(=O)C)[CH2:7][O:8]2)(=O)C.C1COCC1.O.O[Li].O. The catalyst is CO.C(OC(=O)C)C. The product is [CH3:46][O:45][N:44]=[C:37]([C:38]1[CH:43]=[CH:42][CH:41]=[CH:40][CH:39]=1)[CH2:36][O:35][C:32]1[CH:31]=[CH:30][C:29]([CH2:28][C:23]2[CH:22]=[C:21]([C@@:9]34[O:20][C@@:6]([CH2:47][OH:48])([CH2:7][O:8]3)[C@@H:5]([OH:4])[C@H:11]([OH:12])[C@H:10]4[OH:16])[CH:26]=[CH:25][C:24]=2[Cl:27])=[CH:34][CH:33]=1. The yield is 0.618.